From a dataset of Kir2.1 potassium channel HTS with 301,493 compounds. Binary Classification. Given a drug SMILES string, predict its activity (active/inactive) in a high-throughput screening assay against a specified biological target. (1) The drug is S(=O)(=O)(N(CC(=O)Nc1cc(N(S(=O)(=O)C)C)ccc1)c1ccc(F)cc1)C. The result is 0 (inactive). (2) The compound is S(=O)(=O)(NC1(c2c(NC1=O)n(Cc1cccnc1)c(=O)[nH]c2=O)C(F)(F)F)c1ccc(NC(=O)C)cc1. The result is 0 (inactive). (3) The drug is O(c1c2n(c(=O)cc(O)c2ccc1)C)C. The result is 0 (inactive). (4) The drug is S(=O)(=O)(Cc1nc(oc1C)c1cc(OC)ccc1)CC(=O)NCCCOCC. The result is 0 (inactive). (5) The molecule is OC(CN1CCN(CC1)Cc1cc2OCOc2cc1)COc1cc(c(cc1)C)C. The result is 0 (inactive). (6) The molecule is OC(=O)c1ccc(c2nn(nn2)Cc2c(cccc2)C)cc1. The result is 0 (inactive).